From a dataset of Catalyst prediction with 721,799 reactions and 888 catalyst types from USPTO. Predict which catalyst facilitates the given reaction. (1) Reactant: [Cl:1][C:2]1[CH:3]=[C:4]([CH3:26])[C:5]2[N:10]=[C:9]([C:11]3[N:15]([C:16]4[C:21]([Cl:22])=[CH:20][CH:19]=[CH:18][N:17]=4)[N:14]=[C:13]([Cl:23])[CH:12]=3)[O:8][C:7](=[O:24])[C:6]=2[CH:25]=1.[CH3:27][NH2:28]. Product: [Cl:23][C:13]1[CH:12]=[C:11]([C:9]([NH:10][C:5]2[C:6]([C:7]([NH:28][CH3:27])=[O:24])=[CH:25][C:2]([Cl:1])=[CH:3][C:4]=2[CH3:26])=[O:8])[N:15]([C:16]2[C:21]([Cl:22])=[CH:20][CH:19]=[CH:18][N:17]=2)[N:14]=1. The catalyst class is: 7. (2) Reactant: N([O-])=O.[Na+].N[C:6]1[CH:11]=[CH:10][C:9]([OH:12])=[C:8]([O:13][C:14]([F:17])([F:16])[F:15])[CH:7]=1.[FH:18].N1C=CC=CC=1.O.O.O.[F-].C([N+](CCCC)(CCCC)CCCC)CCC. Product: [F:18][C:6]1[CH:11]=[CH:10][C:9]([OH:12])=[C:8]([O:13][C:14]([F:17])([F:16])[F:15])[CH:7]=1. The catalyst class is: 13.